From a dataset of NCI-60 drug combinations with 297,098 pairs across 59 cell lines. Regression. Given two drug SMILES strings and cell line genomic features, predict the synergy score measuring deviation from expected non-interaction effect. (1) Drug 1: CC=C1C(=O)NC(C(=O)OC2CC(=O)NC(C(=O)NC(CSSCCC=C2)C(=O)N1)C(C)C)C(C)C. Drug 2: C1CNP(=O)(OC1)N(CCCl)CCCl. Cell line: OVCAR-8. Synergy scores: CSS=34.1, Synergy_ZIP=-1.50, Synergy_Bliss=-0.683, Synergy_Loewe=-48.4, Synergy_HSA=-1.64. (2) Drug 1: C1CN1C2=NC(=NC(=N2)N3CC3)N4CC4. Drug 2: CN(C)C1=NC(=NC(=N1)N(C)C)N(C)C. Cell line: NCI/ADR-RES. Synergy scores: CSS=42.8, Synergy_ZIP=-3.03, Synergy_Bliss=-3.70, Synergy_Loewe=-0.533, Synergy_HSA=-1.19. (3) Drug 1: CC1C(C(CC(O1)OC2CC(CC3=C2C(=C4C(=C3O)C(=O)C5=C(C4=O)C(=CC=C5)OC)O)(C(=O)CO)O)N)O. Drug 2: CS(=O)(=O)CCNCC1=CC=C(O1)C2=CC3=C(C=C2)N=CN=C3NC4=CC(=C(C=C4)OCC5=CC(=CC=C5)F)Cl. Cell line: SK-OV-3. Synergy scores: CSS=54.1, Synergy_ZIP=0.167, Synergy_Bliss=1.05, Synergy_Loewe=-2.54, Synergy_HSA=7.10.